Dataset: Full USPTO retrosynthesis dataset with 1.9M reactions from patents (1976-2016). Task: Predict the reactants needed to synthesize the given product. (1) The reactants are: [Cl:1][C:2]1[C:3]([O:11][CH2:12][CH2:13][CH3:14])=[C:4]([CH:8]=[CH:9][CH:10]=1)[CH2:5]CN.[C:15](Cl)(=[O:18])[CH:16]=[CH2:17].[CH2:20]([N:22](CC)CC)C. Given the product [Cl:1][C:2]1[C:3]([O:11][CH2:12][CH2:13][CH3:14])=[C:4]([CH:8]=[CH:9][CH:10]=1)[CH2:5][N:22]([CH3:20])[C:15](=[O:18])[CH:16]=[CH2:17], predict the reactants needed to synthesize it. (2) Given the product [CH:15]1([NH:18][C:19](=[O:36])[C:20]2[CH:25]=[CH:24][C:23]([CH3:26])=[C:22]([C:2]3[CH:3]=[C:4]4[C:9](=[CH:10][CH:11]=3)[C:8]([S:12][CH2:13][CH3:14])=[N:7][N:6]=[CH:5]4)[CH:21]=2)[CH2:16][CH2:17]1, predict the reactants needed to synthesize it. The reactants are: Br[C:2]1[CH:3]=[C:4]2[C:9](=[CH:10][CH:11]=1)[C:8]([S:12][CH2:13][CH3:14])=[N:7][N:6]=[CH:5]2.[CH:15]1([NH:18][C:19](=[O:36])[C:20]2[CH:25]=[CH:24][C:23]([CH3:26])=[C:22](B3OC(C)(C)C(C)(C)O3)[CH:21]=2)[CH2:17][CH2:16]1.C(=O)([O-])[O-].[K+].[K+]. (3) Given the product [CH2:33]([N:2]1[CH2:3][CH2:4][C:5]2[C:10](=[CH:9][CH:8]=[C:7]([O:11][C:12]3[CH:20]=[CH:19][C:15]([C:16]([NH2:18])=[O:17])=[CH:14][CH:13]=3)[CH:6]=2)[CH2:1]1)[CH2:34][CH2:35][CH2:36][CH3:37], predict the reactants needed to synthesize it. The reactants are: [CH2:1]1[C:10]2[C:5](=[CH:6][C:7]([O:11][C:12]3[CH:20]=[CH:19][C:15]([C:16]([NH2:18])=[O:17])=[CH:14][CH:13]=3)=[CH:8][CH:9]=2)[CH2:4][CH2:3][NH:2]1.CN(C=O)C.CCN(CC)CC.[CH2:33](Br)[CH2:34][CH2:35][CH2:36][CH3:37]. (4) Given the product [F:1][C:2]1[CH:7]=[C:6]([F:8])[CH:5]=[CH:4][C:3]=1[CH:9]([F:33])[CH2:10][N:11]1[CH2:14][CH:13]([CH2:15][S:16]([C:19]2[CH:24]=[CH:23][C:22]([F:25])=[CH:21][CH:20]=2)(=[O:18])=[O:17])[CH2:12]1, predict the reactants needed to synthesize it. The reactants are: [F:1][C:2]1[CH:7]=[C:6]([F:8])[CH:5]=[CH:4][C:3]=1[CH:9](O)[CH2:10][N:11]1[CH2:14][CH:13]([CH2:15][S:16]([C:19]2[CH:24]=[CH:23][C:22]([F:25])=[CH:21][CH:20]=2)(=[O:18])=[O:17])[CH2:12]1.C(N(S(F)(F)[F:33])CC)C. (5) Given the product [CH3:13][C:14]1[C:18]([C:2]2[CH:3]=[C:4]([N+:10]([O-:12])=[O:11])[CH:5]=[CH:6][C:7]=2[O:8][CH3:9])=[C:17]([CH3:22])[O:16][N:15]=1, predict the reactants needed to synthesize it. The reactants are: I[C:2]1[CH:3]=[C:4]([N+:10]([O-:12])=[O:11])[CH:5]=[CH:6][C:7]=1[O:8][CH3:9].[CH3:13][C:14]1[C:18](B(O)O)=[C:17]([CH3:22])[O:16][N:15]=1.C(=O)([O-])[O-].[Cs+].[Cs+].C([O-])=O.